From a dataset of Catalyst prediction with 721,799 reactions and 888 catalyst types from USPTO. Predict which catalyst facilitates the given reaction. Reactant: [NH2:1][C:2]1[CH:22]=[CH:21][C:5]([CH2:6][N:7]2[C:11]3=[N:12][C:13]([C:16]([O:18][CH3:19])=[O:17])=[CH:14][CH:15]=[C:10]3[N:9]=[C:8]2[CH3:20])=[C:4]([Cl:23])[CH:3]=1.CO[CH:26]1[CH2:30][CH2:29][CH:28](OC)O1. Product: [Cl:23][C:4]1[CH:3]=[C:2]([N:1]2[CH:26]=[CH:30][CH:29]=[CH:28]2)[CH:22]=[CH:21][C:5]=1[CH2:6][N:7]1[C:11]2=[N:12][C:13]([C:16]([O:18][CH3:19])=[O:17])=[CH:14][CH:15]=[C:10]2[N:9]=[C:8]1[CH3:20]. The catalyst class is: 15.